Dataset: TCR-epitope binding with 47,182 pairs between 192 epitopes and 23,139 TCRs. Task: Binary Classification. Given a T-cell receptor sequence (or CDR3 region) and an epitope sequence, predict whether binding occurs between them. The epitope is FRYMNSQGL. The TCR CDR3 sequence is CASSWGLAGNSYNEQFF. Result: 0 (the TCR does not bind to the epitope).